Dataset: Full USPTO retrosynthesis dataset with 1.9M reactions from patents (1976-2016). Task: Predict the reactants needed to synthesize the given product. (1) Given the product [CH:19]1([C:2]2[CH:3]=[CH:4][C:5]([C:16]([OH:18])=[O:17])=[N:6][C:7]=2[O:8][CH2:9][C:10]2[CH:15]=[CH:14][CH:13]=[CH:12][N:11]=2)[CH2:21][CH2:20]1, predict the reactants needed to synthesize it. The reactants are: Br[C:2]1[CH:3]=[CH:4][C:5]([C:16]([OH:18])=[O:17])=[N:6][C:7]=1[O:8][CH2:9][C:10]1[CH:15]=[CH:14][CH:13]=[CH:12][N:11]=1.[CH:19]1(B(O)O)[CH2:21][CH2:20]1. (2) Given the product [CH3:12][O:11][C:3]1[CH:4]=[C:5]([CH:9]=[CH:10][C:2]=1[NH:1][C:14](=[O:13])[C:16]([F:19])([F:18])[F:17])[C:6]([OH:8])=[O:7], predict the reactants needed to synthesize it. The reactants are: [NH2:1][C:2]1[CH:10]=[CH:9][C:5]([C:6]([OH:8])=[O:7])=[CH:4][C:3]=1[O:11][CH3:12].[O:13](C(C(F)(F)F)=O)[C:14]([C:16]([F:19])([F:18])[F:17])=O. (3) Given the product [F:1][C:2]1([F:16])[CH2:3][CH2:4][CH:5]([C:8]([CH3:14])([CH3:15])[C:9]([OH:11])=[O:10])[CH2:6][CH2:7]1, predict the reactants needed to synthesize it. The reactants are: [F:1][C:2]1([F:16])[CH2:7][CH2:6][CH:5]([C:8]([CH3:15])([CH3:14])[C:9]([O:11]CC)=[O:10])[CH2:4][CH2:3]1.[OH-].[Na+]. (4) Given the product [CH3:43][O:42][CH2:41][CH2:40][C:25]1[C:24]([CH2:22][OH:21])=[CH:29][N:28]=[C:27]([C:30]2[CH:31]=[N:32][C:33]([C:36]([F:39])([F:37])[F:38])=[CH:34][CH:35]=2)[N:26]=1, predict the reactants needed to synthesize it. The reactants are: CC(C[AlH]CC(C)C)C.C1(C)C=CC=CC=1.C(=O)=O.C[O:21][C:22]([C:24]1[C:25]([CH2:40][CH2:41][O:42][CH3:43])=[N:26][C:27]([C:30]2[CH:31]=[N:32][C:33]([C:36]([F:39])([F:38])[F:37])=[CH:34][CH:35]=2)=[N:28][CH:29]=1)=O.C(OC(C1C(CCOC)=NC(C2C=NC(C(F)(F)F)=CC=2)=NC=1)=O)C. (5) Given the product [F:1][C:2]1([F:41])[CH2:5][CH:4]([NH:6][C:7]([NH:9][C@:10]([C:32]2[CH:37]=[CH:36][C:35]([F:38])=[C:34]([CH2:39][N:42]([CH3:44])[CH3:43])[CH:33]=2)([C:18]2[CH:23]=[C:22]([O:24][C:25]([F:30])([F:29])[CH:26]([F:27])[F:28])[CH:21]=[C:20]([F:31])[CH:19]=2)[CH2:11][C:12]2[CH:17]=[CH:16][CH:15]=[CH:14][CH:13]=2)=[O:8])[CH2:3]1, predict the reactants needed to synthesize it. The reactants are: [F:1][C:2]1([F:41])[CH2:5][CH:4]([NH:6][C:7]([NH:9][C@:10]([C:32]2[CH:37]=[CH:36][C:35]([F:38])=[C:34]([CH:39]=O)[CH:33]=2)([C:18]2[CH:23]=[C:22]([O:24][C:25]([F:30])([F:29])[CH:26]([F:28])[F:27])[CH:21]=[C:20]([F:31])[CH:19]=2)[CH2:11][C:12]2[CH:17]=[CH:16][CH:15]=[CH:14][CH:13]=2)=[O:8])[CH2:3]1.[NH:42]([CH3:44])[CH3:43].C(O)(=O)C.[BH3-]C#N.[Na+]. (6) Given the product [C:1]([O:4][CH:5]1[CH2:13][C:12]2[C:7](=[CH:8][CH:9]=[C:10]([N+:14]([O-:16])=[O:15])[CH:11]=2)[CH2:6]1)(=[O:3])[CH3:2], predict the reactants needed to synthesize it. The reactants are: [C:1]([O:4][CH:5]1[CH2:13][C:12]2[C:7](=[CH:8][CH:9]=[CH:10][CH:11]=2)[CH2:6]1)(=[O:3])[CH3:2].[N+:14]([O-])([OH:16])=[O:15].